This data is from Reaction yield outcomes from USPTO patents with 853,638 reactions. The task is: Predict the reaction yield, written as a fraction of the theoretical maximum amount of product (1.0 means a 100% yield; for example, 0.34 means a 34% yield). (1) The yield is 0.890. The reactants are [C:1]([Si:5]([O:8][C:9]1[CH:14]=[C:13]([CH2:15][CH3:16])[CH:12]=[CH:11][C:10]=1[F:17])([CH3:7])[CH3:6])([CH3:4])([CH3:3])[CH3:2].[Li]CCCC.CN([CH:26]=[O:27])C. The product is [Si:5]([O:8][C:9]1[C:10]([F:17])=[C:11]([CH:12]=[C:13]([CH2:15][CH3:16])[CH:14]=1)[CH:26]=[O:27])([C:1]([CH3:4])([CH3:3])[CH3:2])([CH3:7])[CH3:6]. The catalyst is C1COCC1.CN(C)CCN(C)CCN(C)C.CCOC(C)=O. (2) The reactants are [CH3:1][O:2][C:3]([C:5]1[C:10]([CH:11]=[CH2:12])=[C:9]([NH2:13])[N:8]=[C:7]([C:14]2[CH:19]=[CH:18][C:17]([Cl:20])=[C:16]([O:21][CH3:22])[C:15]=2F)[N:6]=1)=[O:4].[Br:24]N1C(=O)CCC1=O.[FH:32].[FH:33].F.C(N(CC)CC)C.C(=O)(O)[O-].[Na+]. The catalyst is ClCCl.O. The product is [CH3:1][O:2][C:3]([C:5]1[C:10]([CH:11]([F:32])[CH2:12][Br:24])=[C:9]([NH2:13])[N:8]=[C:7]([C:14]2[CH:19]=[CH:18][C:17]([Cl:20])=[C:16]([O:21][CH3:22])[C:15]=2[F:33])[N:6]=1)=[O:4]. The yield is 0.446. (3) The reactants are Br[CH:2]1[C:9]2[CH:10]=[C:11]([Cl:14])[CH:12]=[CH:13][C:8]=2[O:7][CH2:6][O:5][C:4]2[CH:15]=[CH:16][C:17]([Cl:19])=[CH:18][C:3]1=2.[Br:20][CH2:21][CH2:22][OH:23].C(=O)([O-])[O-].[K+].[K+]. The catalyst is ClCCl. The product is [Br:20][CH2:21][CH2:22][O:23][CH:2]1[C:9]2[CH:10]=[C:11]([Cl:14])[CH:12]=[CH:13][C:8]=2[O:7][CH2:6][O:5][C:4]2[CH:15]=[CH:16][C:17]([Cl:19])=[CH:18][C:3]1=2. The yield is 0.820. (4) The reactants are [CH3:13][C:12]([O:11][C:9](O[C:9]([O:11][C:12]([CH3:15])([CH3:14])[CH3:13])=[O:10])=[O:10])([CH3:15])[CH3:14].C([N:18]([CH2:21][CH3:22])[CH2:19][CH3:20])C.[CH3:23][NH2:24].[CH2:25](O)[CH3:26].C([O-])([O-])=O.[Na+].[Na+].Cl[C:35]1[N:39]=[C:38](Cl)[S:37][N:36]=1.[Na+].[Cl-].[NH:43]1[CH:47]=[CH:46][N:45]=[CH:44]1.[Na].[CH:49]([O:52][C:53](C)=[O:54])([CH3:51])[CH3:50].[CH3:56]O. The catalyst is C(Cl)Cl.O. The product is [C:12]([O:11][C:9](=[O:10])[N:18]([CH2:19][C:20]1[CH:26]=[CH:25][C:51]2[O:54][CH2:53][O:52][C:49]=2[CH:50]=1)[CH2:21][CH2:22][CH2:23][N:24]([C:38]1[S:37][N:36]=[C:35]([N:43]2[CH:47]=[CH:46][N:45]=[CH:44]2)[N:39]=1)[CH3:56])([CH3:13])([CH3:14])[CH3:15]. The yield is 0.930. (5) The reactants are [Si]([O:8][C@H:9]1[CH2:13][N:12]([C:14]([O:16][C:17]([CH3:20])([CH3:19])[CH3:18])=[O:15])[C@H:11]([CH2:21][CH2:22][C:23]([O:25][CH2:26][CH3:27])=[O:24])[CH2:10]1)(C(C)(C)C)(C)C.[F-].C([N+](CCCC)(CCCC)CCCC)CCC. The catalyst is O1CCCC1.C(OCC)(=O)C. The product is [CH2:26]([O:25][C:23](=[O:24])[CH2:22][CH2:21][C@@H:11]1[CH2:10][C@@H:9]([OH:8])[CH2:13][N:12]1[C:14]([O:16][C:17]([CH3:20])([CH3:19])[CH3:18])=[O:15])[CH3:27]. The yield is 0.950. (6) The reactants are [NH:1]=[C:2]1[N:6]([CH:7]([CH3:13])[C:8]([O:10][CH2:11][CH3:12])=[O:9])[C:5]2[CH:14]=[CH:15][CH:16]=[CH:17][C:4]=2[S:3]1.C(N(C(C)C)CC)(C)C.[F:27][C:28]1[CH:29]=[C:30]([CH:34]=[CH:35][CH:36]=1)[C:31](Cl)=[O:32]. The catalyst is O1CCCC1. The product is [F:27][C:28]1[CH:29]=[C:30]([CH:34]=[CH:35][CH:36]=1)[C:31]([N:1]=[C:2]1[N:6]([CH:7]([CH3:13])[C:8]([O:10][CH2:11][CH3:12])=[O:9])[C:5]2[CH:14]=[CH:15][CH:16]=[CH:17][C:4]=2[S:3]1)=[O:32]. The yield is 0.730. (7) The reactants are [Br:1][C:2]1[N:6]([S:7]([C:10]2[CH:15]=[CH:14][CH:13]=[CH:12][CH:11]=2)(=[O:9])=[O:8])[CH:5]=[C:4]([CH2:16][OH:17])[CH:3]=1.O.C[N+]1([O-])CCOCC1. The catalyst is C(#N)C.[Ru]([O-])(=O)(=O)=O.C([N+](CCC)(CCC)CCC)CC. The product is [Br:1][C:2]1[N:6]([S:7]([C:10]2[CH:15]=[CH:14][CH:13]=[CH:12][CH:11]=2)(=[O:9])=[O:8])[CH:5]=[C:4]([CH:16]=[O:17])[CH:3]=1. The yield is 0.710.